This data is from Reaction yield outcomes from USPTO patents with 853,638 reactions. The task is: Predict the reaction yield, written as a fraction of the theoretical maximum amount of product (1.0 means a 100% yield; for example, 0.34 means a 34% yield). (1) The reactants are Br[C:2]1[C:7](=[O:8])[CH:6]=[CH:5][N:4]([C:9]2[CH:14]=[CH:13][CH:12]=[C:11]([C:15]([F:18])([F:17])[F:16])[CH:10]=2)[N:3]=1.[C:19]1([C:25]2[O:26][CH:27]=[CH:28][C:29]=2B(O)O)[CH:24]=[CH:23][CH:22]=[CH:21][CH:20]=1.C([O-])([O-])=O.[Na+].[Na+]. The catalyst is COCCOC.O.C1C=CC([P]([Pd]([P](C2C=CC=CC=2)(C2C=CC=CC=2)C2C=CC=CC=2)([P](C2C=CC=CC=2)(C2C=CC=CC=2)C2C=CC=CC=2)[P](C2C=CC=CC=2)(C2C=CC=CC=2)C2C=CC=CC=2)(C2C=CC=CC=2)C2C=CC=CC=2)=CC=1. The product is [C:19]1([C:25]2[O:26][CH:27]=[CH:28][C:29]=2[C:2]2[C:7](=[O:8])[CH:6]=[CH:5][N:4]([C:9]3[CH:14]=[CH:13][CH:12]=[C:11]([C:15]([F:18])([F:17])[F:16])[CH:10]=3)[N:3]=2)[CH:20]=[CH:21][CH:22]=[CH:23][CH:24]=1. The yield is 0.0700. (2) The reactants are [N:1]1([C:7](Cl)=[O:8])[CH2:6][CH2:5][CH2:4][CH2:3][CH2:2]1.[F:10][C:11]1[CH:12]=[CH:13][C:14]([NH:17][NH2:18])=[N:15][CH:16]=1.CCN(C(C)C)C(C)C. The catalyst is C(Cl)Cl. The product is [F:10][C:11]1[CH:12]=[CH:13][C:14]([NH:17][NH:18][C:7]([N:1]2[CH2:6][CH2:5][CH2:4][CH2:3][CH2:2]2)=[O:8])=[N:15][CH:16]=1. The yield is 0.840.